This data is from Catalyst prediction with 721,799 reactions and 888 catalyst types from USPTO. The task is: Predict which catalyst facilitates the given reaction. (1) Reactant: [NH:1]1[C:5]2[CH:6]=[CH:7][CH:8]=[CH:9][C:4]=2[N:3]=[C:2]1[C:10]([N:12]1[CH2:15][CH:14]([C:16]2[C:21](Br)=[CH:20][N:19]=[C:18]([Cl:23])[N:17]=2)[CH2:13]1)=[O:11].C([O-])([O-])=O.[Na+].[Na+].[C:30]1(B(O)O)[CH:35]=[CH:34][CH:33]=[CH:32][CH:31]=1. Product: [NH:1]1[C:5]2[CH:6]=[CH:7][CH:8]=[CH:9][C:4]=2[N:3]=[C:2]1[C:10]([N:12]1[CH2:15][CH:14]([C:16]2[C:21]([C:30]3[CH:35]=[CH:34][CH:33]=[CH:32][CH:31]=3)=[CH:20][N:19]=[C:18]([Cl:23])[N:17]=2)[CH2:13]1)=[O:11]. The catalyst class is: 75. (2) Reactant: [CH2:1]1[O:5][C@@H:4]2[C@H:6]([OH:9])[CH2:7][O:8][C@@H:3]2[C@@H:2]1[OH:10].C(N(CC)CC)C.Cl[C:19]([O:21][C:22]1[CH:27]=[CH:26][C:25]([N+:28]([O-:30])=[O:29])=[CH:24][CH:23]=1)=[O:20]. Product: [C:19](=[O:20])([O:21][C:22]1[CH:23]=[CH:24][C:25]([N+:28]([O-:30])=[O:29])=[CH:26][CH:27]=1)[O:10][C@@H:2]1[CH2:1][O:5][C@@H:4]2[C@H:6]([OH:9])[CH2:7][O:8][C@H:3]12. The catalyst class is: 2.